Dataset: Catalyst prediction with 721,799 reactions and 888 catalyst types from USPTO. Task: Predict which catalyst facilitates the given reaction. (1) Reactant: Cl[C:2]1[CH:7]=[CH:6][CH:5]=[C:4]([Cl:8])[N:3]=1.[NH2:9][C:10]1[CH:15]=[CH:14][CH:13]=[CH:12][CH:11]=1.CC(C)([O-])C.[Na+].N#N. Product: [Cl:8][C:4]1[N:3]=[C:2]([NH:9][C:10]2[CH:15]=[CH:14][CH:13]=[CH:12][CH:11]=2)[CH:7]=[CH:6][CH:5]=1. The catalyst class is: 733. (2) Reactant: B.O1CCCC1.[Cl:7][C:8]1[CH:16]=[C:15]2[C:11]([CH2:12][CH2:13][C:14]2=[O:17])=[CH:10][CH:9]=1. Product: [Cl:7][C:8]1[CH:16]=[C:15]2[C:11]([CH2:12][CH2:13][C@H:14]2[OH:17])=[CH:10][CH:9]=1. The catalyst class is: 359. (3) Reactant: [CH2:1]([O:3][C:4]1[N:8]([CH2:9][CH2:10][OH:11])[N:7]=[C:6]([C:12]2[CH:17]=[CH:16][CH:15]=[CH:14][CH:13]=2)[CH:5]=1)[CH3:2].[Cl:18][C:19]1[CH:20]=[C:21]([CH:24]=[CH:25][C:26]=1O)[CH:22]=[O:23].C1CCN(C(N=NC(N2CCCCC2)=O)=O)CC1.C(P(CCCC)CCCC)CCC. Product: [Cl:18][C:19]1[CH:20]=[C:21]([CH:24]=[CH:25][C:26]=1[O:11][CH2:10][CH2:9][N:8]1[C:4]([O:3][CH2:1][CH3:2])=[CH:5][C:6]([C:12]2[CH:17]=[CH:16][CH:15]=[CH:14][CH:13]=2)=[N:7]1)[CH:22]=[O:23]. The catalyst class is: 11. (4) Reactant: [NH2:1][C:2]1[CH:11]=[C:10]2[C:5]([CH2:6][CH2:7][CH2:8][N:9]2[C:12](=[O:17])[C:13]([F:16])([F:15])[F:14])=[CH:4][CH:3]=1.[C:18]1([C:24]2[CH:32]=[CH:31][C:27]([C:28](O)=[O:29])=[CH:26][N:25]=2)[CH:23]=[CH:22][CH:21]=[CH:20][CH:19]=1.Cl.CN(C)CCCN=C=NCC. Product: [C:18]1([C:24]2[CH:32]=[CH:31][C:27]([C:28]([NH:1][C:2]3[CH:11]=[C:10]4[C:5]([CH2:6][CH2:7][CH2:8][N:9]4[C:12](=[O:17])[C:13]([F:16])([F:14])[F:15])=[CH:4][CH:3]=3)=[O:29])=[CH:26][N:25]=2)[CH:19]=[CH:20][CH:21]=[CH:22][CH:23]=1. The catalyst class is: 172.